Dataset: Human Reference Interactome with 51,813 positive PPI pairs across 8,248 proteins, plus equal number of experimentally-validated negative pairs. Task: Binary Classification. Given two protein amino acid sequences, predict whether they physically interact or not. Protein 1 (ENSG00000213402) has sequence MALPCTLGLGMLLALPGALGSGGSAEDSVGSSSVTVVLLLLLLLLLATGLALAWRRLSRDSGGYYHPARLGAALWGRTRRLLWASPPGRWLQARAELGSTDNDLERQEDEQDTDYDHVADGGLQADPGEGEQQCGEASSPEQVPVRAEEARDSDTEGDLVLGSPGPASAGGSAEALLSDLHAFAGSAAWDDSARAAGGQGLHVTAL*. Protein 2 (ENSG00000027644) has sequence MAVPSLWPWGACLPVIFLSLGFGLDTVEVCPSLDIRSEVAELRQLENCSVVEGHLQILLMFTATGEDFRGLSFPRLTQVTDYLLLFRVYGLESLRDLFPNLAVIRGTRLFLGYALVIFEMPHLRDVALPALGAVLRGAVRVEKNQELCHLSTIDWGLLQPAPGANHIVGNKLGEECADVCPGVLGAAGEPCAKTTFSGHTDYRCWTSSHCQRVCPCPHGMACTARGECCHTECLGGCSQPEDPRACVACRHLYFQGACLWACPPGTYQYESWRCVTAERCASLHSVPGRASTFGIHQGSC.... Result: 0 (the proteins do not interact).